Dataset: NCI-60 drug combinations with 297,098 pairs across 59 cell lines. Task: Regression. Given two drug SMILES strings and cell line genomic features, predict the synergy score measuring deviation from expected non-interaction effect. Drug 1: CN(C)C1=NC(=NC(=N1)N(C)C)N(C)C. Drug 2: C1C(C(OC1N2C=NC3=C2NC=NCC3O)CO)O. Cell line: DU-145. Synergy scores: CSS=-2.01, Synergy_ZIP=-0.463, Synergy_Bliss=-2.49, Synergy_Loewe=-7.01, Synergy_HSA=-6.30.